Dataset: NCI-60 drug combinations with 297,098 pairs across 59 cell lines. Task: Regression. Given two drug SMILES strings and cell line genomic features, predict the synergy score measuring deviation from expected non-interaction effect. (1) Drug 1: CC1=C(C=C(C=C1)C(=O)NC2=CC(=CC(=C2)C(F)(F)F)N3C=C(N=C3)C)NC4=NC=CC(=N4)C5=CN=CC=C5. Drug 2: C#CCC(CC1=CN=C2C(=N1)C(=NC(=N2)N)N)C3=CC=C(C=C3)C(=O)NC(CCC(=O)O)C(=O)O. Cell line: HL-60(TB). Synergy scores: CSS=71.7, Synergy_ZIP=4.66, Synergy_Bliss=-0.403, Synergy_Loewe=0.233, Synergy_HSA=2.22. (2) Drug 1: C1CN1C2=NC(=NC(=N2)N3CC3)N4CC4. Drug 2: CN(CCCl)CCCl.Cl. Cell line: SW-620. Synergy scores: CSS=32.2, Synergy_ZIP=-14.6, Synergy_Bliss=-6.84, Synergy_Loewe=-8.34, Synergy_HSA=-3.42. (3) Drug 1: C1CCN(CC1)CCOC2=CC=C(C=C2)C(=O)C3=C(SC4=C3C=CC(=C4)O)C5=CC=C(C=C5)O. Drug 2: COC1=CC(=CC(=C1O)OC)C2C3C(COC3=O)C(C4=CC5=C(C=C24)OCO5)OC6C(C(C7C(O6)COC(O7)C8=CC=CS8)O)O. Cell line: SNB-75. Synergy scores: CSS=36.8, Synergy_ZIP=-5.18, Synergy_Bliss=-0.696, Synergy_Loewe=-9.90, Synergy_HSA=0.0229. (4) Drug 1: CCC1=CC2CC(C3=C(CN(C2)C1)C4=CC=CC=C4N3)(C5=C(C=C6C(=C5)C78CCN9C7C(C=CC9)(C(C(C8N6C)(C(=O)OC)O)OC(=O)C)CC)OC)C(=O)OC.C(C(C(=O)O)O)(C(=O)O)O. Drug 2: C1CN(CCN1C(=O)CCBr)C(=O)CCBr. Cell line: MDA-MB-435. Synergy scores: CSS=45.2, Synergy_ZIP=1.49, Synergy_Bliss=0.215, Synergy_Loewe=-43.5, Synergy_HSA=-2.78. (5) Drug 1: CC1C(C(CC(O1)OC2CC(CC3=C2C(=C4C(=C3O)C(=O)C5=C(C4=O)C(=CC=C5)OC)O)(C(=O)CO)O)N)O.Cl. Drug 2: CC12CCC3C(C1CCC2O)C(CC4=C3C=CC(=C4)O)CCCCCCCCCS(=O)CCCC(C(F)(F)F)(F)F. Cell line: MALME-3M. Synergy scores: CSS=12.7, Synergy_ZIP=-1.57, Synergy_Bliss=3.70, Synergy_Loewe=-4.66, Synergy_HSA=-0.166.